This data is from Forward reaction prediction with 1.9M reactions from USPTO patents (1976-2016). The task is: Predict the product of the given reaction. (1) Given the reactants [C:1]([NH:4][C:5]1[CH:6]=[C:7]([NH:11][C:12]2[N:17]=[C:16]([NH:18][CH2:19][CH:20]3[CH2:25][CH2:24][CH2:23][NH:22][CH2:21]3)[C:15]([C:26]([NH2:28])=[O:27])=[CH:14][N:13]=2)[CH:8]=[CH:9][CH:10]=1)(=[O:3])[CH3:2].CCN(C(C)C)C(C)C.[F:38][C:39]1[CH:44]=[CH:43][C:42]([N:45]=[C:46]=[O:47])=[CH:41][CH:40]=1, predict the reaction product. The product is: [C:1]([NH:4][C:5]1[CH:6]=[C:7]([NH:11][C:12]2[N:17]=[C:16]([NH:18][CH2:19][CH:20]3[CH2:25][CH2:24][CH2:23][N:22]([C:46](=[O:47])[NH:45][C:42]4[CH:43]=[CH:44][C:39]([F:38])=[CH:40][CH:41]=4)[CH2:21]3)[C:15]([C:26]([NH2:28])=[O:27])=[CH:14][N:13]=2)[CH:8]=[CH:9][CH:10]=1)(=[O:3])[CH3:2]. (2) Given the reactants [Cl:1][C:2]1[N:7]=[C:6]([Cl:8])[C:5]([O:9][CH3:10])=[C:4](Cl)[N:3]=1.[NH:12]1[CH2:16][CH2:15][CH2:14][C@H:13]1[CH2:17][OH:18].C(N(CC)CC)C, predict the reaction product. The product is: [Cl:1][C:2]1[N:3]=[C:4]([N:12]2[CH2:16][CH2:15][CH2:14][C@H:13]2[CH2:17][OH:18])[C:5]([O:9][CH3:10])=[C:6]([Cl:8])[N:7]=1. (3) Given the reactants FC1C=C(CCC2C=C(OC)C=CC=2C2CCC3C(=CC=C(OC)C=3)C2)C=CC=1O.Cl.ClCCN(C(C)C)C(C)C.[F:42][C:43]1[CH:58]=[C:57]([CH2:59][CH2:60][C:61]2[CH:66]=[C:65]([O:67]C)[CH:64]=[CH:63][C:62]=2[CH:69]2[CH2:78][CH2:77][C:76]3[C:71](=[CH:72][CH:73]=[C:74]([O:79]C)[CH:75]=3)[CH2:70]2)[CH:56]=[CH:55][C:44]=1[O:45][CH2:46][CH2:47][N:48]([CH:52]([CH3:54])[CH3:53])[CH:49]([CH3:51])[CH3:50], predict the reaction product. The product is: [CH:52]([N:48]([CH:49]([CH3:51])[CH3:50])[CH2:47][CH2:46][O:45][C:44]1[CH:55]=[CH:56][C:57]([CH2:59][CH2:60][C:61]2[CH:66]=[C:65]([OH:67])[CH:64]=[CH:63][C:62]=2[CH:69]2[CH2:78][CH2:77][C:76]3[CH:75]=[C:74]([OH:79])[CH:73]=[CH:72][C:71]=3[CH2:70]2)=[CH:58][C:43]=1[F:42])([CH3:54])[CH3:53]. (4) Given the reactants [Br:1][C:2]1[C:10]2[C:5](=[N:6][CH:7]=[CH:8][C:9]=2[C:11]2[C:12]([C:18]3[CH:23]=[CH:22][CH:21]=[C:20]([N+:24]([O-])=O)[CH:19]=3)=[N:13][N:14]([CH2:16][CH3:17])[CH:15]=2)[NH:4][CH:3]=1.[Sn].Cl, predict the reaction product. The product is: [Br:1][C:2]1[C:10]2[C:5](=[N:6][CH:7]=[CH:8][C:9]=2[C:11]2[C:12]([C:18]3[CH:19]=[C:20]([CH:21]=[CH:22][CH:23]=3)[NH2:24])=[N:13][N:14]([CH2:16][CH3:17])[CH:15]=2)[NH:4][CH:3]=1. (5) Given the reactants [CH3:1][C:2]1[CH:3]=[C:4]([N:8]2[CH:13]=[CH:12][CH:11]=[C:10]([C:14]([NH:16][CH2:17][C:18]3[CH:27]=[CH:26][C:21]([C:22]([O:24]C)=[O:23])=[CH:20][CH:19]=3)=[O:15])[C:9]2=[O:28])[CH:5]=[CH:6][CH:7]=1.[OH-].[Na+], predict the reaction product. The product is: [CH3:1][C:2]1[CH:3]=[C:4]([N:8]2[CH:13]=[CH:12][CH:11]=[C:10]([C:14]([NH:16][CH2:17][C:18]3[CH:19]=[CH:20][C:21]([C:22]([OH:24])=[O:23])=[CH:26][CH:27]=3)=[O:15])[C:9]2=[O:28])[CH:5]=[CH:6][CH:7]=1. (6) Given the reactants [C:1](Cl)(Cl)=[O:2].[N:5]1[CH:10]=[CH:9][CH:8]=[CH:7][C:6]=1[S:11]SCCCO.C(N([CH2:24][CH3:25])C(C)C)(C)C.[OH:26][CH2:27][CH2:28][CH2:29][S:30][CH2:31][CH2:32][CH2:33][CH2:34][CH2:35][CH2:36][CH2:37][CH2:38][CH2:39][CH2:40][CH2:41][CH2:42][CH2:43][CH2:44][CH2:45][C:46]([OH:48])=[O:47].C([N:51]([CH2:54]C)CC)C.[O:56]1CCCC1, predict the reaction product. The product is: [C:54]([C:6]1[S:11][C:25]2[CH:24]=[C:7]([O:56][C:1]([O:26][CH2:27][CH2:28][CH2:29][S:30][CH2:31][CH2:32][CH2:33][CH2:34][CH2:35][CH2:36][CH2:37][CH2:38][CH2:39][CH2:40][CH2:41][CH2:42][CH2:43][CH2:44][CH2:45][C:46]([OH:48])=[O:47])=[O:2])[CH:8]=[CH:9][C:10]=2[N:5]=1)#[N:51]. (7) Given the reactants [C:1]([C:5]1[CH:10]=[CH:9][C:8]([C@@H:11]([NH:13][C:14]([C:16]2[CH:17]=[C:18]3[C:22](=[CH:23][CH:24]=2)[N:21]([CH2:25][C:26]2[CH:27]=[C:28]([CH:35]=[CH:36][CH:37]=2)[O:29][C@@H:30]([CH3:34])[C:31](O)=[O:32])[C:20]([CH3:38])=[C:19]3[CH3:39])=[O:15])[CH3:12])=[CH:7][CH:6]=1)([CH3:4])([CH3:3])[CH3:2].[NH4+:40].[Cl-].CN(C(ON1N=NC2C=CC=NC1=2)=[N+](C)C)C.F[P-](F)(F)(F)(F)F.CCN(C(C)C)C(C)C, predict the reaction product. The product is: [NH2:40][C:31](=[O:32])[C@@H:30]([O:29][C:28]1[CH:27]=[C:26]([CH:37]=[CH:36][CH:35]=1)[CH2:25][N:21]1[C:22]2[C:18](=[CH:17][C:16]([C:14]([NH:13][C@H:11]([C:8]3[CH:7]=[CH:6][C:5]([C:1]([CH3:2])([CH3:3])[CH3:4])=[CH:10][CH:9]=3)[CH3:12])=[O:15])=[CH:24][CH:23]=2)[C:19]([CH3:39])=[C:20]1[CH3:38])[CH3:34].